This data is from NCI-60 drug combinations with 297,098 pairs across 59 cell lines. The task is: Regression. Given two drug SMILES strings and cell line genomic features, predict the synergy score measuring deviation from expected non-interaction effect. (1) Drug 1: C1=CC=C(C=C1)NC(=O)CCCCCCC(=O)NO. Drug 2: C(CCl)NC(=O)N(CCCl)N=O. Cell line: DU-145. Synergy scores: CSS=18.3, Synergy_ZIP=4.16, Synergy_Bliss=12.5, Synergy_Loewe=-5.23, Synergy_HSA=5.96. (2) Drug 1: CN1C2=C(C=C(C=C2)N(CCCl)CCCl)N=C1CCCC(=O)O.Cl. Drug 2: CC1CCCC2(C(O2)CC(NC(=O)CC(C(C(=O)C(C1O)C)(C)C)O)C(=CC3=CSC(=N3)C)C)C. Cell line: HOP-92. Synergy scores: CSS=22.8, Synergy_ZIP=2.31, Synergy_Bliss=2.59, Synergy_Loewe=-18.4, Synergy_HSA=0.121. (3) Drug 1: C1CCN(CC1)CCOC2=CC=C(C=C2)C(=O)C3=C(SC4=C3C=CC(=C4)O)C5=CC=C(C=C5)O. Drug 2: C1CN1P(=S)(N2CC2)N3CC3. Cell line: EKVX. Synergy scores: CSS=-4.16, Synergy_ZIP=-0.472, Synergy_Bliss=-5.01, Synergy_Loewe=-6.23, Synergy_HSA=-6.11. (4) Drug 1: CC(CN1CC(=O)NC(=O)C1)N2CC(=O)NC(=O)C2. Drug 2: CCN(CC)CCNC(=O)C1=C(NC(=C1C)C=C2C3=C(C=CC(=C3)F)NC2=O)C. Cell line: SK-MEL-28. Synergy scores: CSS=1.82, Synergy_ZIP=-1.81, Synergy_Bliss=-1.48, Synergy_Loewe=-7.08, Synergy_HSA=-7.05. (5) Drug 1: CN(C(=O)NC(C=O)C(C(C(CO)O)O)O)N=O. Drug 2: C1CN(P(=O)(OC1)NCCCl)CCCl. Cell line: MDA-MB-231. Synergy scores: CSS=13.2, Synergy_ZIP=-5.69, Synergy_Bliss=-0.239, Synergy_Loewe=-4.27, Synergy_HSA=0.295. (6) Drug 1: CC12CCC3C(C1CCC2=O)CC(=C)C4=CC(=O)C=CC34C. Drug 2: C1=C(C(=O)NC(=O)N1)N(CCCl)CCCl. Cell line: TK-10. Synergy scores: CSS=42.5, Synergy_ZIP=-2.87, Synergy_Bliss=0.596, Synergy_Loewe=-3.60, Synergy_HSA=1.59. (7) Drug 1: CNC(=O)C1=CC=CC=C1SC2=CC3=C(C=C2)C(=NN3)C=CC4=CC=CC=N4. Drug 2: CC1OCC2C(O1)C(C(C(O2)OC3C4COC(=O)C4C(C5=CC6=C(C=C35)OCO6)C7=CC(=C(C(=C7)OC)O)OC)O)O. Cell line: OVCAR-5. Synergy scores: CSS=25.5, Synergy_ZIP=-3.07, Synergy_Bliss=2.91, Synergy_Loewe=1.82, Synergy_HSA=1.62.